This data is from Forward reaction prediction with 1.9M reactions from USPTO patents (1976-2016). The task is: Predict the product of the given reaction. Given the reactants [Br:1][C:2]1[CH:10]=[CH:9][C:5]([C:6]([OH:8])=O)=[C:4]([F:11])[CH:3]=1.Cl.[F:13][C:14]1([F:18])[CH2:17][NH:16][CH2:15]1, predict the reaction product. The product is: [Br:1][C:2]1[CH:10]=[CH:9][C:5]([C:6]([N:16]2[CH2:17][C:14]([F:18])([F:13])[CH2:15]2)=[O:8])=[C:4]([F:11])[CH:3]=1.